Dataset: Catalyst prediction with 721,799 reactions and 888 catalyst types from USPTO. Task: Predict which catalyst facilitates the given reaction. (1) Reactant: [Br:1][C:2]1[CH:3]=[C:4]([C:26]([CH3:29])([CH3:28])[CH3:27])[C:5]([O:24][CH3:25])=[C:6]([CH2:8][C:9]([C:13]2[CH:18]=[CH:17][C:16]([NH:19][S:20]([CH3:23])(=[O:22])=[O:21])=[CH:15][CH:14]=2)([CH:11]=[O:12])[CH3:10])[CH:7]=1.[BH4-].[Na+]. Product: [Br:1][C:2]1[CH:3]=[C:4]([C:26]([CH3:29])([CH3:28])[CH3:27])[C:5]([O:24][CH3:25])=[C:6]([CH2:8][C:9]([C:13]2[CH:18]=[CH:17][C:16]([NH:19][S:20]([CH3:23])(=[O:22])=[O:21])=[CH:15][CH:14]=2)([CH2:11][OH:12])[CH3:10])[CH:7]=1. The catalyst class is: 5. (2) Reactant: [CH3:1][O:2][C:3]1[CH:20]=[CH:19][C:6]([CH2:7][N:8]2[C:16]3[C:11](=[CH:12][CH:13]=[CH:14][CH:15]=3)[C:10]([CH2:17][OH:18])=[N:9]2)=[CH:5][CH:4]=1.Br[CH2:22][C:23]([OH:25])=[O:24].[H-].[Na+]. Product: [CH3:1][O:2][C:3]1[CH:4]=[CH:5][C:6]([CH2:7][N:8]2[C:16]3[C:11](=[CH:12][CH:13]=[CH:14][CH:15]=3)[C:10]([CH2:17][O:18][CH2:22][C:23]([OH:25])=[O:24])=[N:9]2)=[CH:19][CH:20]=1. The catalyst class is: 20. (3) Reactant: [NH2:1][CH2:2][C:3]12CCCC1C1CC2(CN)CC1.[C:15]1([OH:21])[CH:20]=[CH:19][CH:18]=[CH:17][CH:16]=1.C=O. Product: [O:21]1[C:15]2[CH:20]=[CH:19][CH:18]=[CH:17][C:16]=2[CH2:3][CH2:2][NH:1]1. The catalyst class is: 22. (4) Reactant: [CH3:1][O:2][C:3]1[CH:10]=[C:9]([O:11][CH3:12])[CH:8]=[CH:7][C:4]=1[CH2:5]O.[NH:13]1[C:17](=[O:18])[CH2:16][CH2:15][C:14]1=[O:19].ClCCl.C1(P(C2C=CC=CC=2)C2C=CC=CC=2)C=CC=CC=1. Product: [CH3:1][O:2][C:3]1[CH:10]=[C:9]([O:11][CH3:12])[CH:8]=[CH:7][C:4]=1[CH2:5][N:13]1[C:17](=[O:18])[CH2:16][CH2:15][C:14]1=[O:19]. The catalyst class is: 7. (5) Reactant: Br[CH2:2][C:3]1[C:8]([C:9]([O:11][CH3:12])=[O:10])=[CH:7][C:6]([C:13]2[CH:14]=[CH:15][C:16](=[O:22])[N:17]([CH:19]([CH3:21])[CH3:20])[N:18]=2)=[C:5]([C:23]2[CH:28]=[CH:27][CH:26]=[CH:25][CH:24]=2)[N:4]=1.[C:29]1(=[O:39])[NH:33][C:32](=[O:34])[C:31]2=[CH:35][CH:36]=[CH:37][CH:38]=[C:30]12.[K].O. Product: [C:29]1(=[O:39])[N:33]([CH2:2][C:3]2[C:8]([C:9]([O:11][CH3:12])=[O:10])=[CH:7][C:6]([C:13]3[CH:14]=[CH:15][C:16](=[O:22])[N:17]([CH:19]([CH3:21])[CH3:20])[N:18]=3)=[C:5]([C:23]3[CH:28]=[CH:27][CH:26]=[CH:25][CH:24]=3)[N:4]=2)[C:32](=[O:34])[C:31]2=[CH:35][CH:36]=[CH:37][CH:38]=[C:30]12. The catalyst class is: 3. (6) Reactant: [CH2:1]([C:3]1[N:4]=[C:5]([C:8]2[CH:9]=[N:10][NH:11][C:12]=2[NH2:13])[O:6][CH:7]=1)[CH3:2].[NH:14]1[C:18]2[CH:19]=[CH:20][C:21]([C:23](=O)[CH2:24][C:25](OCC)=[O:26])=[CH:22][C:17]=2[N:16]=[N:15]1.CC1C=CC(S(O)(=O)=O)=CC=1. Product: [NH:14]1[C:18]2[CH:19]=[CH:20][C:21]([C:23]3[NH:13][C:12]4[N:11]([N:10]=[CH:9][C:8]=4[C:5]4[O:6][CH:7]=[C:3]([CH2:1][CH3:2])[N:4]=4)[C:25](=[O:26])[CH:24]=3)=[CH:22][C:17]=2[N:16]=[N:15]1. The catalyst class is: 114. (7) Reactant: [CH:1]([N-]C(C)C)(C)C.[Li+].[Cl:9][C:10]1[CH:15]=[CH:14][CH:13]=[C:12]([F:16])[C:11]=1[C:17]1[O:18][C:19]2[CH:25]=[CH:24][C:23]([CH2:26][C:27]([O:29][CH3:30])=[O:28])=[CH:22][C:20]=2[N:21]=1.CI.Cl. Product: [Cl:9][C:10]1[CH:15]=[CH:14][CH:13]=[C:12]([F:16])[C:11]=1[C:17]1[O:18][C:19]2[CH:25]=[CH:24][C:23]([CH:26]([CH3:1])[C:27]([O:29][CH3:30])=[O:28])=[CH:22][C:20]=2[N:21]=1. The catalyst class is: 30.